The task is: Binary Classification. Given a miRNA mature sequence and a target amino acid sequence, predict their likelihood of interaction.. This data is from Experimentally validated miRNA-target interactions with 360,000+ pairs, plus equal number of negative samples. (1) The miRNA is hsa-miR-579-5p with sequence UCGCGGUUUGUGCCAGAUGACG. The protein sequence of the target gene is MAQETNQTPGPMLCSTGCGFYGNPRTNGMCSVCYKEHLQRQQNSGRMSPMGTASGSNSPTSDSASVQRADTSLNNCEGAAGSTSEKSRNVPVAALPVTQQMTEMSISREDKITTPKTEVSEPVVTQPSPSVSQPSTSQSEEKAPELPKPKKNRCFMCRKKVGLTGFDCRCGNLFCGLHRYSDKHNCPYDYKAEAAAKIRKENPVVVAEKIQRI. Result: 0 (no interaction). (2) The miRNA is mmu-miR-466m-3p with sequence UACAUACACACAUACACACGCA. The protein sequence of the target gene is MSKEPLILWLMIEFWWLYLTPVTSETVVTEVLGHRVTLPCLYSSWSHNSNSMCWGKDQCPYSGCKEALIRTDGMRVTSRKSAKYRLQGTIPRGDVSLTILNPSESDSGVYCCRIEVPGWFNDVKINVRLNLQRASTTTHRTATTTTRRTTTTSPTTTRQMTTTPAALPTTVVTTPDLTTGTPLQMTTIAVFTTANTCLSLTPSTLPEEATGLLTPEPSKEGPILTAESETVLPSDSWSSVESTSADTVLLTSKESKVWDLPSTSHVSMWKTSDSVSSPQPGASDTAVPEQNKTTKTGQMD.... Result: 0 (no interaction). (3) The miRNA is mmu-miR-208a-3p with sequence AUAAGACGAGCAAAAAGCUUGU. The protein sequence of the target gene is MSVLRRMMRVSNRSLLAFIFFFSLSSSCLYFIYVAPGIANTYLFMVQARGIMLRENVKTIGHMIRLYTNKNSTLNGTDYPEGNNSSDYLVQTTTYLPENFTYSPYLPCPEKLPYMRGFLNVNVSEVSFDEIHQLFSKDLDIEPGGHWRPKDCKPRWKVAVLIPFRNRHEHLPIFFLHLIPMLQKQRLEFAFYVIEQTGTQPFNRAMLFNVGFKEAMKDSVWDCVIFHDVDHLPENDRNYYGCGEMPRHFAAKLDKYMYILPYKEFFGGVSGLTVEQFRKINGFPNAFWGWGGEDDDLWNR.... Result: 0 (no interaction). (4) The miRNA is hsa-miR-588 with sequence UUGGCCACAAUGGGUUAGAAC. The protein sequence of the target gene is MEAGGLPLELWRMILAYLHLPDLGRCSLVCRAWYELILSLDSTRWRQLCLGCTECRHPNWPNQPDVEPESWREAFKQHYLASKTWTKNALDLESSICFSLFRRRRERRTLSVGPGREFDSLGSALAMASLYDRIVLFPGVYEEQGEIILKVPVEIVGQGKLGEVALLASIDQHCSTTRLCNLVFTPAWFSPIMYKTTSGHVQFDNCNFENGHIQVHGPGTCQVKFCTFKNTHIFLHNVPLCVLENCEFVGSENNSVTVEGHPSADKNWAYKYLLGLIKSSPTFLPTEDSDFLMSLDLESR.... Result: 0 (no interaction). (5) The miRNA is hsa-miR-362-3p with sequence AACACACCUAUUCAAGGAUUCA. The protein sequence of the target gene is MCSEARLARRLRDALREEEPWAVEELLRCGADPNLVLEDGAAAVHLAAGARHPRGLRCLGALLRQGGDPNARSVEALTPLHVAAAWGCRRGLELLLSQGADPALRDQDGLRPLDLALQQGHLECARVLQDLDTRTRTRTRIGAETQEPEPAPGTPGLSGPTDETLDSIALQKQPCRGDNRDIGLEADPGPPSLPVPLETVDKHGSSASPPGHWDYSSDASFVTAVEVSGAEDPASDTPPWAGSLPPTRQGLLHVVHANQRVPRSQGTEAELNARLQALTLTPPNAAGFQSSPSSMPLLDR.... Result: 1 (interaction). (6) The miRNA is hsa-miR-6758-5p with sequence UAGAGAGGGGAAGGAUGUGAUGU. The protein sequence of the target gene is MTTTIRQFTSSSSIKGSSGLGGGSSRTSCRLSGSLGAGSCRLGSASGLGSALGSNSYSSCYSFGTGSGYGGNFGGVDGLLAGGEKATMQNLNDRLASYLDKVRALEEANTELEVKIRDWYQKQAPGPARDYSAYYHTIEDLKNKILVATVDNASILLQIDNARLAADDFRTKFETEQALRMSVEADINGLRRVLDELTLARADLEMQIENLKEELAYLKKNHEEEMNALRGQVGGEINVEMDAAPGVDLSRILSEMRDQYEKMAEKNRKDAEDWFFSKTEELNREVATNSELVQSGKSEI.... Result: 0 (no interaction). (7) The miRNA is hsa-miR-219b-5p with sequence AGAUGUCCAGCCACAAUUCUCG. The protein sequence of the target gene is MPQLLRNVLCVIETFHKYASEDSNGATLTGRELKQLIQGEFGDFFQPCVLHAVEKNSNLLNIDSNGIISFDEFVLAIFNLLNLCYLDIKSLLSSELRQVTKPEKEKLDDVDVQATTGDGQWTVGTSPTQEKRMLPSGMASSSQLIPEESGAVGNNRVDPWREAKTHNFPGEASEHNDPKNKHLEGDEQSQEVAQDIQTTEDNEGQLKTNKPMAGSKKTSSPTERKGQDKEISQEGDEPAREQSVSKIRDQFGEQEGNLATQSSPPKEATQRPCEDQEVRTEKEKHSNIQEPPLQREDEPS.... Result: 0 (no interaction). (8) The protein sequence of the target gene is MYPPPAPPPAPHRDFISVTLSLGESYDNSKSRRRRSCWRKWKQLSRLQRNVILFVLGFLILCGFLYSLHTADQWKALSGRPAEVEKMKQEVLPVLPAPQKESAEQEGFADILSQKRQRHFRRGPPHLQIRPPNTVSKDGMQDDAKEREAALGKAQQEENTQRTVISWRGAVIEPEQATELPYKRAEASIKPLVLASKIWKEPAPPNERQKGVIEAFLHAWKGYQKFAWGHDELKPVSKTFSEWFGLGLTLIDALDTMWILGLKQEFKQARKWVSENLDFQKNVDVNLFESTIRILGGLLS.... Result: 1 (interaction). The miRNA is mmu-miR-124-3p with sequence UAAGGCACGCGGUGAAUGCC. (9) The miRNA is hsa-miR-4253 with sequence AGGGCAUGUCCAGGGGGU. The protein sequence of the target gene is MGPLTFRDVKIEFSLEEWQCLDTAQRNLYRDVMLENYRNLVFLGIAVSKPDLITWLEQGKEPWNLKRHEMVDKTPVMCSHFAQDVWPEHSIKDSFQKVILRTYGKYGHENLQLRKDHKSVDACKVYKGGYNGLNQCLTTTDSKIFQCDKYVKVFHKFPNVNRNKIRHTGKKPFKCKNRGKSFCMLSQLTQHKKIHTREYSYKCEECGKAFNWSSTLTKHKIIHTGEKPYKCEECGKAFNRSSNLTKHKIIHTGEKPYKCEECGKAFNRSSTLTKHKRIHTEEKPYKCEECGKAFNQFSIL.... Result: 0 (no interaction). (10) Result: 0 (no interaction). The miRNA is bta-miR-155 with sequence UUAAUGCUAAUCGUGAUAGGGGU. The protein sequence of the target gene is MAAPALRLCHIAFHVPAGQPLARNLQRLFGFQPLASREVDGWRQLALRSGDAVFLVNEGAGSGEPLYGLDPRHAVPSATNLCFDVADAGAATRELAALGCSVPVPPVRVRDAQGAATYAVVSSPAGILSLTLLERAGYRGPFLPGFRPVSSAPGPGWVSRVDHLTLACTPGSSPTLLRWFHDCLGFCHLPLSPGEDPELGLEMTAGFGLGGLRLTALQAQPGSIVPTLVLAESLPGATTRQDQVEQFLARHKGPGLQHVGLYTPNIVEATEGVATAGGQFLAPPGAYYQQPGKERQIRAA....